Dataset: Reaction yield outcomes from USPTO patents with 853,638 reactions. Task: Predict the reaction yield, written as a fraction of the theoretical maximum amount of product (1.0 means a 100% yield; for example, 0.34 means a 34% yield). The reactants are [CH:1]1([N:4]2[C:8]([N:9]3[CH2:15][CH2:14][CH2:13][C@@H:12]([NH:16][C:17](=[O:22])[C:18]([F:21])([F:20])[F:19])[CH2:11][CH2:10]3)=[C:7]([N+:23]([O-])=O)[CH:6]=[N:5]2)[CH2:3][CH2:2]1.[C:26]([O:30][C:31]([NH:33][C:34]1[S:38][C:37]([C:39]2[CH:44]=[CH:43][CH:42]=[CH:41][C:40]=2[F:45])=[N:36][C:35]=1[C:46](O)=[O:47])=[O:32])([CH3:29])([CH3:28])[CH3:27]. No catalyst specified. The product is [F:45][C:40]1[CH:41]=[CH:42][CH:43]=[CH:44][C:39]=1[C:37]1[S:38][C:34]([NH:33][C:31](=[O:32])[O:30][C:26]([CH3:28])([CH3:27])[CH3:29])=[C:35]([C:46](=[O:47])[NH:23][C:7]2[CH:6]=[N:5][N:4]([CH:1]3[CH2:3][CH2:2]3)[C:8]=2[N:9]2[CH2:15][CH2:14][CH2:13][C@@H:12]([NH:16][C:17](=[O:22])[C:18]([F:21])([F:20])[F:19])[CH2:11][CH2:10]2)[N:36]=1. The yield is 0.760.